This data is from Reaction yield outcomes from USPTO patents with 853,638 reactions. The task is: Predict the reaction yield, written as a fraction of the theoretical maximum amount of product (1.0 means a 100% yield; for example, 0.34 means a 34% yield). (1) The reactants are [NH2:1][C:2]1[S:3][CH:4]=[CH:5][N:6]=1.[C:7]([N:14]1[CH:18]=[CH:17]N=[CH:15]1)(N1C=CN=C1)=[O:8].CN[C:21]1[CH:26]=[CH:25][CH:24]=[CH:23][C:22]=1[O:27][C:28]1C=C[CH:31]=[CH:30][CH:29]=1.C(OCC)(=O)C. The catalyst is ClC(Cl)C. The product is [CH3:15][N:14]([C:18]1[CH:17]=[CH:31][CH:30]=[CH:29][C:28]=1[O:27][C:22]1[CH:23]=[CH:24][CH:25]=[CH:26][CH:21]=1)[C:7]([NH:1][C:2]1[S:3][CH:4]=[CH:5][N:6]=1)=[O:8]. The yield is 0.730. (2) The reactants are [NH:1]1[C:5]2[CH:6]=[CH:7][CH:8]=[CH:9][C:4]=2[N:3]=[C:2]1[CH2:10][N:11]1[C:16](=[O:17])[C:15]([CH2:18][C:19]2[CH:24]=[CH:23][C:22]([C:25]3[C:26]([C:31]#[N:32])=[CH:27][CH:28]=[CH:29][CH:30]=3)=[CH:21][CH:20]=2)=[C:14]([CH2:33][CH2:34][CH2:35][CH3:36])[N:13]=[C:12]1[CH3:37].IC.[C:40](=O)([O-])[O-].[K+].[K+].CN(C)C=O. The catalyst is C(OCC)(=O)C. The product is [CH2:33]([C:14]1[N:13]=[C:12]([CH3:37])[N:11]([CH2:10][C:2]2[N:3]([CH3:40])[C:4]3[CH:9]=[CH:8][CH:7]=[CH:6][C:5]=3[N:1]=2)[C:16](=[O:17])[C:15]=1[CH2:18][C:19]1[CH:24]=[CH:23][C:22]([C:25]2[C:26]([C:31]#[N:32])=[CH:27][CH:28]=[CH:29][CH:30]=2)=[CH:21][CH:20]=1)[CH2:34][CH2:35][CH3:36]. The yield is 1.00. (3) The reactants are Br[C:2]1[C:3](=[O:15])[N:4]([CH3:14])[C:5](=[O:13])[C:6]=1[N:7]1[CH2:12][CH2:11][O:10][CH2:9][CH2:8]1.C([O-])([O-])=O.[Cs+].[Cs+].O.CC1(C)C(C)(C)OB([C:31]2[CH:48]=[CH:47][C:34]([O:35][CH2:36][C:37]3[CH:46]=[CH:45][C:44]4[C:39](=[CH:40][CH:41]=[CH:42][CH:43]=4)[N:38]=3)=[CH:33][CH:32]=2)O1. The catalyst is CN(C=O)C.C1C=CC([P]([Pd]([P](C2C=CC=CC=2)(C2C=CC=CC=2)C2C=CC=CC=2)([P](C2C=CC=CC=2)(C2C=CC=CC=2)C2C=CC=CC=2)[P](C2C=CC=CC=2)(C2C=CC=CC=2)C2C=CC=CC=2)(C2C=CC=CC=2)C2C=CC=CC=2)=CC=1. The product is [CH3:14][N:4]1[C:3](=[O:15])[C:2]([C:31]2[CH:32]=[CH:33][C:34]([O:35][CH2:36][C:37]3[CH:46]=[CH:45][C:44]4[C:39](=[CH:40][CH:41]=[CH:42][CH:43]=4)[N:38]=3)=[CH:47][CH:48]=2)=[C:6]([N:7]2[CH2:12][CH2:11][O:10][CH2:9][CH2:8]2)[C:5]1=[O:13]. The yield is 0.450. (4) The reactants are [NH2:1][C:2]1[CH:3]=[CH:4][C:5]([Cl:24])=[C:6]([N:8]2[CH2:17][C:16]3[C:11](=[N:12][C:13]([S:18]([CH3:21])(=[O:20])=[O:19])=[N:14][CH:15]=3)[N:10]([CH3:22])[C:9]2=[O:23])[CH:7]=1.[C:25]1([C:34]2[CH:39]=[CH:38][CH:37]=[CH:36][CH:35]=2)[CH:30]=[CH:29][C:28]([C:31](O)=[O:32])=[CH:27][CH:26]=1.CCN=C=NCCCN(C)C.Cl. The catalyst is ClCCl.CN(C)C1C=CN=CC=1. The product is [Cl:24][C:5]1[CH:4]=[CH:3][C:2]([NH:1][C:31]([C:28]2[CH:29]=[CH:30][C:25]([C:34]3[CH:35]=[CH:36][CH:37]=[CH:38][CH:39]=3)=[CH:26][CH:27]=2)=[O:32])=[CH:7][C:6]=1[N:8]1[CH2:17][C:16]2[C:11](=[N:12][C:13]([S:18]([CH3:21])(=[O:19])=[O:20])=[N:14][CH:15]=2)[N:10]([CH3:22])[C:9]1=[O:23]. The yield is 0.280. (5) The reactants are [CH2:1]([O:3][C:4](=[O:14])[C:5]1[CH:10]=[C:9]([I:11])[C:8]([OH:12])=[C:7]([Br:13])[CH:6]=1)[CH3:2].[CH2:15](O)[CH2:16][OH:17].C1(P(C2C=CC=CC=2)C2C=CC=CC=2)C=CC=CC=1.N(C(OC(C)C)=O)=NC(OC(C)C)=O. The catalyst is C1COCC1. The product is [CH2:1]([O:3][C:4](=[O:14])[C:5]1[CH:10]=[C:9]([I:11])[C:8]([O:12][CH2:15][CH2:16][OH:17])=[C:7]([Br:13])[CH:6]=1)[CH3:2]. The yield is 0.620.